This data is from Reaction yield outcomes from USPTO patents with 853,638 reactions. The task is: Predict the reaction yield, written as a fraction of the theoretical maximum amount of product (1.0 means a 100% yield; for example, 0.34 means a 34% yield). The reactants are C([O:4][C:5]1[CH:10]=[C:9]([Cl:11])[C:8]([CH2:12][C:13]2[CH:18]=[CH:17][C:16]([O:19][CH2:20][CH3:21])=[CH:15][CH:14]=2)=[CH:7][C:6]=1[C@@H:22]1[O:27][C@H:26]([CH2:28][O:29][CH2:30][CH2:31][CH2:32][CH2:33][CH2:34][OH:35])[C@@H:25]([O:36][CH2:37][C:38]2[CH:43]=[CH:42][CH:41]=[CH:40][CH:39]=2)[C@H:24]([O:44][CH2:45][C:46]2[CH:51]=[CH:50][CH:49]=[CH:48][CH:47]=2)[C@H:23]1[O:52][CH2:53][C:54]1[CH:59]=[CH:58][CH:57]=[CH:56][CH:55]=1)C=C.[BH4-].[Na+]. The catalyst is O1CCCC1.C(OCC)(=O)C.C1C=CC([P]([Pd]([P](C2C=CC=CC=2)(C2C=CC=CC=2)C2C=CC=CC=2)([P](C2C=CC=CC=2)(C2C=CC=CC=2)C2C=CC=CC=2)[P](C2C=CC=CC=2)(C2C=CC=CC=2)C2C=CC=CC=2)(C2C=CC=CC=2)C2C=CC=CC=2)=CC=1. The product is [Cl:11][C:9]1[C:8]([CH2:12][C:13]2[CH:18]=[CH:17][C:16]([O:19][CH2:20][CH3:21])=[CH:15][CH:14]=2)=[CH:7][C:6]([C@H:22]2[C@H:23]([O:52][CH2:53][C:54]3[CH:59]=[CH:58][CH:57]=[CH:56][CH:55]=3)[C@@H:24]([O:44][CH2:45][C:46]3[CH:51]=[CH:50][CH:49]=[CH:48][CH:47]=3)[C@H:25]([O:36][CH2:37][C:38]3[CH:43]=[CH:42][CH:41]=[CH:40][CH:39]=3)[C@@H:26]([CH2:28][O:29][CH2:30][CH2:31][CH2:32][CH2:33][CH2:34][OH:35])[O:27]2)=[C:5]([OH:4])[CH:10]=1. The yield is 1.00.